From a dataset of KCNQ2 potassium channel screen with 302,405 compounds. Binary Classification. Given a drug SMILES string, predict its activity (active/inactive) in a high-throughput screening assay against a specified biological target. (1) The molecule is Fc1ccc(cc1)C(O\N=C(/N)c1cc(ccc1)C)=O. The result is 0 (inactive). (2) The drug is S1(=O)(=O)CC2SC(=NC2C1)Nc1cc(C(=O)N2CC(CC(C2)C)C)ccc1C. The result is 0 (inactive). (3) The result is 0 (inactive). The compound is S(c1cc(NC(=O)CC)ccc1)C. (4) The molecule is S(c1n(nnn1)C1CCCCC1)CC(=O)NCc1cc2OCOc2cc1. The result is 0 (inactive).